Dataset: NCI-60 drug combinations with 297,098 pairs across 59 cell lines. Task: Regression. Given two drug SMILES strings and cell line genomic features, predict the synergy score measuring deviation from expected non-interaction effect. (1) Drug 1: CC1C(C(CC(O1)OC2CC(CC3=C2C(=C4C(=C3O)C(=O)C5=C(C4=O)C(=CC=C5)OC)O)(C(=O)C)O)N)O.Cl. Synergy scores: CSS=12.3, Synergy_ZIP=-8.08, Synergy_Bliss=-0.188, Synergy_Loewe=-5.22, Synergy_HSA=0.389. Cell line: T-47D. Drug 2: CCC1(C2=C(COC1=O)C(=O)N3CC4=CC5=C(C=CC(=C5CN(C)C)O)N=C4C3=C2)O.Cl. (2) Drug 1: COC1=CC(=CC(=C1O)OC)C2C3C(COC3=O)C(C4=CC5=C(C=C24)OCO5)OC6C(C(C7C(O6)COC(O7)C8=CC=CS8)O)O. Cell line: K-562. Synergy scores: CSS=55.4, Synergy_ZIP=-0.324, Synergy_Bliss=0.704, Synergy_Loewe=-3.45, Synergy_HSA=3.07. Drug 2: C1=NC2=C(N1)C(=S)N=C(N2)N. (3) Drug 1: CCC1(CC2CC(C3=C(CCN(C2)C1)C4=CC=CC=C4N3)(C5=C(C=C6C(=C5)C78CCN9C7C(C=CC9)(C(C(C8N6C=O)(C(=O)OC)O)OC(=O)C)CC)OC)C(=O)OC)O.OS(=O)(=O)O. Drug 2: C1=NC(=NC(=O)N1C2C(C(C(O2)CO)O)O)N. Cell line: K-562. Synergy scores: CSS=55.7, Synergy_ZIP=-0.536, Synergy_Bliss=-0.563, Synergy_Loewe=-3.22, Synergy_HSA=1.31. (4) Drug 1: C1CN1P(=S)(N2CC2)N3CC3. Drug 2: CC1=C2C(C(=O)C3(C(CC4C(C3C(C(C2(C)C)(CC1OC(=O)C(C(C5=CC=CC=C5)NC(=O)OC(C)(C)C)O)O)OC(=O)C6=CC=CC=C6)(CO4)OC(=O)C)O)C)O. Cell line: PC-3. Synergy scores: CSS=3.44, Synergy_ZIP=-1.58, Synergy_Bliss=0.908, Synergy_Loewe=-2.38, Synergy_HSA=-2.28. (5) Drug 1: COC1=C(C=C2C(=C1)N=CN=C2NC3=CC(=C(C=C3)F)Cl)OCCCN4CCOCC4. Drug 2: CC1C(C(CC(O1)OC2CC(CC3=C2C(=C4C(=C3O)C(=O)C5=C(C4=O)C(=CC=C5)OC)O)(C(=O)CO)O)N)O.Cl. Cell line: UACC62. Synergy scores: CSS=52.1, Synergy_ZIP=-1.65, Synergy_Bliss=-0.472, Synergy_Loewe=-21.6, Synergy_HSA=0.791. (6) Drug 1: C1=C(C(=O)NC(=O)N1)N(CCCl)CCCl. Drug 2: C1=CC(=CC=C1C#N)C(C2=CC=C(C=C2)C#N)N3C=NC=N3. Cell line: NCIH23. Synergy scores: CSS=40.3, Synergy_ZIP=1.49, Synergy_Bliss=3.56, Synergy_Loewe=0.336, Synergy_HSA=3.75. (7) Drug 1: CC1=C(C=C(C=C1)NC2=NC=CC(=N2)N(C)C3=CC4=NN(C(=C4C=C3)C)C)S(=O)(=O)N.Cl. Drug 2: CC1=C2C(C(=O)C3(C(CC4C(C3C(C(C2(C)C)(CC1OC(=O)C(C(C5=CC=CC=C5)NC(=O)OC(C)(C)C)O)O)OC(=O)C6=CC=CC=C6)(CO4)OC(=O)C)O)C)O. Cell line: OVCAR3. Synergy scores: CSS=55.3, Synergy_ZIP=5.49, Synergy_Bliss=2.73, Synergy_Loewe=-45.8, Synergy_HSA=2.75.